Dataset: Forward reaction prediction with 1.9M reactions from USPTO patents (1976-2016). Task: Predict the product of the given reaction. Given the reactants [NH2:1][C:2]1[C:6]([C:7](=[O:9])[NH2:8])=[CH:5][N:4]([C:10]2([CH2:23][C:24]#[N:25])[CH2:15][CH2:14][N:13]([C:16]([O:18][C:19]([CH3:22])([CH3:21])[CH3:20])=[O:17])[CH2:12][CH2:11]2)[N:3]=1.CC([O-])=O.[K+].Br[C:32]1[CH:37]=[CH:36][C:35]([CH2:38][C:39]([O:41][CH3:42])=[O:40])=[CH:34][CH:33]=1.C(P(C(C)(C)C)C1C(C)=C(C)C(C)=C(C)C=1C1C(CCC)=CC(CCC)=CC=1CCC)(C)(C)C, predict the reaction product. The product is: [C:7]([C:6]1[C:2]([NH:1][C:32]2[CH:37]=[CH:36][C:35]([CH2:38][C:39]([O:41][CH3:42])=[O:40])=[CH:34][CH:33]=2)=[N:3][N:4]([C:10]2([CH2:23][C:24]#[N:25])[CH2:15][CH2:14][N:13]([C:16]([O:18][C:19]([CH3:20])([CH3:21])[CH3:22])=[O:17])[CH2:12][CH2:11]2)[CH:5]=1)(=[O:9])[NH2:8].